The task is: Regression. Given a peptide amino acid sequence and an MHC pseudo amino acid sequence, predict their binding affinity value. This is MHC class I binding data.. This data is from Peptide-MHC class I binding affinity with 185,985 pairs from IEDB/IMGT. (1) The peptide sequence is LSWLSLDVSA. The MHC is Patr-A0301 with pseudo-sequence Patr-A0301. The binding affinity (normalized) is 0.241. (2) The peptide sequence is QQQQQQQQQK. The MHC is HLA-A11:01 with pseudo-sequence HLA-A11:01. The binding affinity (normalized) is 0.216. (3) The peptide sequence is FPREGVFVF. The MHC is HLA-B54:01 with pseudo-sequence HLA-B54:01. The binding affinity (normalized) is 0.582. (4) The peptide sequence is YAMMSLFDM. The MHC is HLA-B35:01 with pseudo-sequence HLA-B35:01. The binding affinity (normalized) is 0.872. (5) The binding affinity (normalized) is 0.778. The MHC is HLA-B40:01 with pseudo-sequence HLA-B40:01. The peptide sequence is MENMLDLLM. (6) The peptide sequence is ETQTGMHAH. The MHC is HLA-A31:01 with pseudo-sequence HLA-A31:01. The binding affinity (normalized) is 0.0847. (7) The peptide sequence is VGTKHAIL. The MHC is H-2-Kb with pseudo-sequence H-2-Kb. The binding affinity (normalized) is 0.397. (8) The peptide sequence is LMSNIKTMMI. The MHC is HLA-A02:01 with pseudo-sequence HLA-A02:01. The binding affinity (normalized) is 0.320.